This data is from Full USPTO retrosynthesis dataset with 1.9M reactions from patents (1976-2016). The task is: Predict the reactants needed to synthesize the given product. Given the product [F:24][C:25]1[CH:30]=[C:29]([C:2]2[CH:10]=[CH:9][C:8]([O:11][CH3:12])=[C:7]3[C:3]=2[C:4]([CH3:23])([CH3:22])[CH2:5][N:6]3[C:13]2[CH:18]=[CH:17][CH:16]=[CH:15][C:14]=2[N+:19]([O-:21])=[O:20])[CH:28]=[C:27]([F:34])[N:26]=1, predict the reactants needed to synthesize it. The reactants are: Br[C:2]1[CH:10]=[CH:9][C:8]([O:11][CH3:12])=[C:7]2[C:3]=1[C:4]([CH3:23])([CH3:22])[CH2:5][N:6]2[C:13]1[CH:18]=[CH:17][CH:16]=[CH:15][C:14]=1[N+:19]([O-:21])=[O:20].[F:24][C:25]1[CH:30]=[C:29](B(O)O)[CH:28]=[C:27]([F:34])[N:26]=1.C([O-])([O-])=O.[Cs+].[Cs+].